Dataset: Full USPTO retrosynthesis dataset with 1.9M reactions from patents (1976-2016). Task: Predict the reactants needed to synthesize the given product. (1) Given the product [CH2:23]([S:20]([C:17]1[CH:16]=[C:15]([C:25]#[N:26])[C:14]([C:9]2[CH:8]=[C:7]([B:34]3[O:38][C:37]([CH3:40])([CH3:39])[C:36]([CH3:42])([CH3:41])[O:35]3)[CH:12]=[CH:11][C:10]=2[F:13])=[CH:19][CH:18]=1)(=[O:22])=[O:21])[CH3:24], predict the reactants needed to synthesize it. The reactants are: FC(F)(F)S(O[C:7]1[CH:8]=[C:9]([C:14]2[CH:19]=[CH:18][C:17]([S:20]([CH2:23][CH3:24])(=[O:22])=[O:21])=[CH:16][C:15]=2[C:25]#[N:26])[C:10]([F:13])=[CH:11][CH:12]=1)(=O)=O.C([O-])(=O)C.[K+].[B:34]1([B:34]2[O:38][C:37]([CH3:40])([CH3:39])[C:36]([CH3:42])([CH3:41])[O:35]2)[O:38][C:37]([CH3:40])([CH3:39])[C:36]([CH3:42])([CH3:41])[O:35]1. (2) The reactants are: [CH3:1][C:2]1[C:11]2[C:6](=[CH:7][CH:8]=[CH:9][CH:10]=2)[C:5]([C:12]([OH:14])=[O:13])=[CH:4][CH:3]=1.[C:15](=O)([O-])[O-].[K+].[K+].CI.CCOC(C)=O. Given the product [CH3:15][O:13][C:12]([C:5]1[C:6]2[C:11](=[CH:10][CH:9]=[CH:8][CH:7]=2)[C:2]([CH3:1])=[CH:3][CH:4]=1)=[O:14], predict the reactants needed to synthesize it. (3) Given the product [F:19][C:18]([F:21])([F:20])[C:17]([NH:16][CH2:15][C:9]1([NH:8][C:6](=[O:7])[C:5]([F:4])([F:23])[F:24])[CH2:14][CH2:13][N:12]([CH2:27][C:28]2[CH:33]=[CH:32][N:31]=[CH:30][CH:29]=2)[CH2:11][CH2:10]1)=[O:22], predict the reactants needed to synthesize it. The reactants are: [H-].[Na+].Cl.[F:4][C:5]([F:24])([F:23])[C:6]([NH:8][C:9]1([CH2:15][NH:16][C:17](=[O:22])[C:18]([F:21])([F:20])[F:19])[CH2:14][CH2:13][NH:12][CH2:11][CH2:10]1)=[O:7].Br.Br[CH2:27][C:28]1[CH:33]=[CH:32][N:31]=[CH:30][CH:29]=1. (4) Given the product [Cl:1][C:2]1[C:3]([N:8]2[C:12]([C:24]([OH:27])=[O:25])=[CH:11][C:10]([CH2:17][OH:18])=[N:9]2)=[N:4][CH:5]=[CH:6][CH:7]=1, predict the reactants needed to synthesize it. The reactants are: [Cl:1][C:2]1[C:3]([N:8]2[C:12](C(Cl)(Cl)Cl)=[CH:11][C:10]([CH2:17][OH:18])=[N:9]2)=[N:4][CH:5]=[CH:6][CH:7]=1.OS(O)(=O)=O.[C:24]([O-:27])(O)=[O:25].[Na+]. (5) Given the product [NH2:65][C@@H:66]([CH2:67][CH:68]([CH3:70])[CH3:69])[C:71]([O:1][C@@H:2]1[C:10]2[C:5](=[CH:6][CH:7]=[CH:8][CH:9]=2)[CH2:4][C@@:3]1([CH2:20][C:21]1[CH:32]=[CH:31][C:24]([C:25]([O:27][CH2:28][CH2:29][CH3:30])=[O:26])=[CH:23][CH:22]=1)[C:11]1[CH2:12][C:13]2[C:18]([CH:19]=1)=[CH:17][CH:16]=[CH:15][CH:14]=2)=[O:72], predict the reactants needed to synthesize it. The reactants are: [OH:1][C@@H:2]1[C:10]2[C:5](=[CH:6][CH:7]=[CH:8][CH:9]=2)[CH2:4][C@@:3]1([CH2:20][C:21]1[CH:32]=[CH:31][C:24]([C:25]([O:27][CH2:28][CH2:29][CH3:30])=[O:26])=[CH:23][CH:22]=1)[C:11]1[CH2:12][C:13]2[C:18]([CH:19]=1)=[CH:17][CH:16]=[CH:15][CH:14]=2.C1CCC(N=C=NC2CCCCC2)CC1.C([NH:65][C@H:66]([C:71](O)=[O:72])[CH2:67][CH:68]([CH3:70])[CH3:69])(OCC1C2C(=CC=CC=2)C2C1=CC=CC=2)=O.